Dataset: Full USPTO retrosynthesis dataset with 1.9M reactions from patents (1976-2016). Task: Predict the reactants needed to synthesize the given product. (1) Given the product [CH2:27]([O:23][C:21]1[C:20]([O:24][CH3:25])=[CH:19][C:6]2[C:7]3[N:12]([CH:3]([CH2:1][CH3:2])[CH2:4][C:5]=2[CH:22]=1)[CH:11]=[C:10]([C:13]([O:15][CH2:16][CH3:17])=[O:14])[C:9](=[O:18])[CH:8]=3)[CH2:28][CH2:29][CH3:30], predict the reactants needed to synthesize it. The reactants are: [CH2:1]([CH:3]1[N:12]2[C:7](=[CH:8][C:9](=[O:18])[C:10]([C:13]([O:15][CH2:16][CH3:17])=[O:14])=[CH:11]2)[C:6]2[CH:19]=[C:20]([O:24][CH3:25])[C:21]([OH:23])=[CH:22][C:5]=2[CH2:4]1)[CH3:2].Br[CH2:27][CH2:28][CH2:29][CH3:30].C([O-])([O-])=O.[K+].[K+].O. (2) Given the product [C:12]([C:13]1[N:3]=[N:2][N:1]([CH2:4][CH2:5][CH2:6][CH2:7][CH2:8][CH2:9][CH3:10])[CH:14]=1)([CH3:16])([CH3:15])[CH3:11], predict the reactants needed to synthesize it. The reactants are: [N:1]([CH2:4][CH2:5][CH2:6][CH2:7][CH2:8][CH2:9][CH3:10])=[N+:2]=[N-:3].[CH3:11][C:12]([CH3:16])([CH3:15])[C:13]#[CH:14]. (3) Given the product [OH:13][C:7]1[CH:8]=[CH:9][CH:10]=[C:11]2[C:6]=1[C:4](=[O:5])[CH:3]=[C:18]([C:17]1[CH:16]=[C:15]([CH:23]=[CH:22][CH:21]=1)[C:14]1[O:24][C:7]3[C:6]([C:4](=[O:1])[CH:3]=1)=[C:11]([OH:12])[CH:10]=[CH:9][CH:8]=3)[O:12]2, predict the reactants needed to synthesize it. The reactants are: [OH-:1].[Li+].[CH3:3][C:4]([C:6]1[C:7]([OH:13])=[CH:8][CH:9]=[CH:10][C:11]=1[OH:12])=[O:5].[C:14](Cl)(=[O:24])[C:15]1[CH:23]=[CH:22][CH:21]=[C:17]([C:18](Cl)=O)[CH:16]=1.Cl. (4) Given the product [Cl:9][C:10]1[CH:11]=[CH:12][C:13]([C@H:16]2[C@@:18]3([C:26]4[C:21](=[CH:22][CH:23]=[CH:24][CH:25]=4)[N:20]([CH2:2][CH:3]4[CH2:8][CH2:7][NH:6][CH2:5][CH2:4]4)[C:19]3=[O:27])[CH2:17]2)=[CH:14][CH:15]=1, predict the reactants needed to synthesize it. The reactants are: Cl[CH2:2][CH:3]1[CH2:8][CH2:7][NH:6][CH2:5][CH2:4]1.[Cl:9][C:10]1[CH:15]=[CH:14][C:13]([C@@H:16]2[C@:18]3([C:26]4[C:21](=[CH:22][CH:23]=[CH:24][CH:25]=4)[NH:20][C:19]3=[O:27])[CH2:17]2)=[CH:12][CH:11]=1. (5) Given the product [CH2:43]([O:42][C:39]1[CH:40]=[CH:41][C:36]([CH2:35][C@H:29]([NH:28][C:2]2([C:13]3[CH:18]=[CH:17][CH:16]=[CH:15][C:14]=3[O:19][CH3:20])[C:10]3[C:5](=[CH:6][CH:7]=[C:8]([Cl:11])[CH:9]=3)[NH:4][C:3]2=[O:12])[C:30]([N:32]([CH3:34])[CH3:33])=[O:31])=[CH:37][CH:38]=1)[C:44]1[CH:49]=[CH:48][CH:47]=[CH:46][CH:45]=1, predict the reactants needed to synthesize it. The reactants are: Cl[C:2]1([C:13]2[CH:18]=[CH:17][CH:16]=[CH:15][C:14]=2[O:19][CH3:20])[C:10]2[C:5](=[CH:6][CH:7]=[C:8]([Cl:11])[CH:9]=2)[NH:4][C:3]1=[O:12].FC(F)(F)C(O)=O.[NH2:28][C@@H:29]([CH2:35][C:36]1[CH:41]=[CH:40][C:39]([O:42][CH2:43][C:44]2[CH:49]=[CH:48][CH:47]=[CH:46][CH:45]=2)=[CH:38][CH:37]=1)[C:30]([N:32]([CH3:34])[CH3:33])=[O:31].